Dataset: NCI-60 drug combinations with 297,098 pairs across 59 cell lines. Task: Regression. Given two drug SMILES strings and cell line genomic features, predict the synergy score measuring deviation from expected non-interaction effect. (1) Drug 1: CCCS(=O)(=O)NC1=C(C(=C(C=C1)F)C(=O)C2=CNC3=C2C=C(C=N3)C4=CC=C(C=C4)Cl)F. Drug 2: COC1=C(C=C2C(=C1)N=CN=C2NC3=CC(=C(C=C3)F)Cl)OCCCN4CCOCC4. Cell line: RXF 393. Synergy scores: CSS=31.1, Synergy_ZIP=-3.20, Synergy_Bliss=3.19, Synergy_Loewe=2.85, Synergy_HSA=5.64. (2) Drug 1: CC1=C(C=C(C=C1)NC2=NC=CC(=N2)N(C)C3=CC4=NN(C(=C4C=C3)C)C)S(=O)(=O)N.Cl. Drug 2: N.N.Cl[Pt+2]Cl. Cell line: ACHN. Synergy scores: CSS=21.8, Synergy_ZIP=-2.92, Synergy_Bliss=2.46, Synergy_Loewe=2.27, Synergy_HSA=3.73. (3) Drug 1: CC12CCC3C(C1CCC2OP(=O)(O)O)CCC4=C3C=CC(=C4)OC(=O)N(CCCl)CCCl.[Na+]. Drug 2: N.N.Cl[Pt+2]Cl. Cell line: HOP-62. Synergy scores: CSS=24.9, Synergy_ZIP=5.14, Synergy_Bliss=8.42, Synergy_Loewe=-33.6, Synergy_HSA=1.55. (4) Drug 1: CN(C)N=NC1=C(NC=N1)C(=O)N. Drug 2: C1CCC(C(C1)N)N.C(=O)(C(=O)[O-])[O-].[Pt+4]. Cell line: HCT-15. Synergy scores: CSS=3.47, Synergy_ZIP=-3.16, Synergy_Bliss=-4.03, Synergy_Loewe=-12.4, Synergy_HSA=-5.62. (5) Drug 1: C1CCC(C1)C(CC#N)N2C=C(C=N2)C3=C4C=CNC4=NC=N3. Drug 2: CCC1(C2=C(COC1=O)C(=O)N3CC4=CC5=C(C=CC(=C5CN(C)C)O)N=C4C3=C2)O.Cl. Cell line: PC-3. Synergy scores: CSS=2.71, Synergy_ZIP=-1.98, Synergy_Bliss=-2.14, Synergy_Loewe=-20.2, Synergy_HSA=-3.66. (6) Drug 1: CN1C(=O)N2C=NC(=C2N=N1)C(=O)N. Drug 2: COC1=C2C(=CC3=C1OC=C3)C=CC(=O)O2. Cell line: COLO 205. Synergy scores: CSS=0.147, Synergy_ZIP=0.729, Synergy_Bliss=-1.05, Synergy_Loewe=1.82, Synergy_HSA=-2.92. (7) Drug 1: C1=CC(=CC=C1CCC2=CNC3=C2C(=O)NC(=N3)N)C(=O)NC(CCC(=O)O)C(=O)O. Drug 2: B(C(CC(C)C)NC(=O)C(CC1=CC=CC=C1)NC(=O)C2=NC=CN=C2)(O)O. Cell line: SK-MEL-28. Synergy scores: CSS=10.2, Synergy_ZIP=-0.509, Synergy_Bliss=5.24, Synergy_Loewe=2.21, Synergy_HSA=2.28.